Predict the reactants needed to synthesize the given product. From a dataset of Full USPTO retrosynthesis dataset with 1.9M reactions from patents (1976-2016). Given the product [Br:19][C:9]1[CH:10]=[C:5]([CH2:4][N:2]([CH3:1])[CH3:3])[C:6]([NH2:11])=[N:7][CH:8]=1, predict the reactants needed to synthesize it. The reactants are: [CH3:1][N:2]([CH2:4][C:5]1[C:6]([NH2:11])=[N:7][CH:8]=[CH:9][CH:10]=1)[CH3:3].C1C(=O)N([Br:19])C(=O)C1.